This data is from Forward reaction prediction with 1.9M reactions from USPTO patents (1976-2016). The task is: Predict the product of the given reaction. (1) Given the reactants Br[C:2]1[CH:3]=[C:4]([CH2:11][OH:12])[CH:5]=[C:6]([N+:8]([O-:10])=[O:9])[CH:7]=1.[CH3:13][N:14]1[CH:18]=[C:17](B2OC(C)(C)C(C)(C)O2)[CH:16]=[N:15]1.C(=O)([O-])[O-].[Na+].[Na+].C(OCC)(=O)C, predict the reaction product. The product is: [CH3:13][N:14]1[CH:18]=[C:17]([C:2]2[CH:3]=[C:4]([CH2:11][OH:12])[CH:5]=[C:6]([N+:8]([O-:10])=[O:9])[CH:7]=2)[CH:16]=[N:15]1. (2) Given the reactants [Cl:1][C:2]1[CH:7]=[CH:6][CH:5]=[C:4]([Cl:8])[C:3]=1[NH:9][C:10]([NH:12][C:13]1[CH:17]=[C:16]([C:18]2[CH:23]=[CH:22][CH:21]=[CH:20][CH:19]=2)[S:15][C:14]=1[C:24](O)=[O:25])=[O:11].CN(C(ON1N=NC2C=CC=NC1=2)=[N+](C)C)C.F[P-](F)(F)(F)(F)F.CCN(C(C)C)C(C)C.Cl.[NH2:61][C@@H:62]([CH:67]1[CH2:72][CH2:71][CH2:70][CH2:69][CH2:68]1)[C:63]([O:65][CH3:66])=[O:64], predict the reaction product. The product is: [CH:67]1([C@H:62]([NH:61][C:24]([C:14]2[S:15][C:16]([C:18]3[CH:23]=[CH:22][CH:21]=[CH:20][CH:19]=3)=[CH:17][C:13]=2[NH:12][C:10]([NH:9][C:3]2[C:4]([Cl:8])=[CH:5][CH:6]=[CH:7][C:2]=2[Cl:1])=[O:11])=[O:25])[C:63]([O:65][CH3:66])=[O:64])[CH2:72][CH2:71][CH2:70][CH2:69][CH2:68]1. (3) The product is: [C:1]([C:5]1[CH:11]=[CH:10][C:9]([N+:12]([O-:14])=[O:13])=[CH:8][C:6]=1[NH:7][C:23](=[O:24])[CH2:22][Cl:21])([CH3:4])([CH3:2])[CH3:3]. Given the reactants [C:1]([C:5]1[CH:11]=[CH:10][C:9]([N+:12]([O-:14])=[O:13])=[CH:8][C:6]=1[NH2:7])([CH3:4])([CH3:3])[CH3:2].N1C=CC=CC=1.[Cl:21][CH2:22][C:23](Cl)=[O:24], predict the reaction product. (4) Given the reactants [N+:1]([C:4]1[CH:5]=[CH:6][CH:7]=[C:8]2[C:12]=1[C:11](=[O:13])[N:10]([O:14][CH3:15])[CH2:9]2)([O-])=O, predict the reaction product. The product is: [NH2:1][C:4]1[CH:5]=[CH:6][CH:7]=[C:8]2[C:12]=1[C:11](=[O:13])[N:10]([O:14][CH3:15])[CH2:9]2.